From a dataset of Full USPTO retrosynthesis dataset with 1.9M reactions from patents (1976-2016). Predict the reactants needed to synthesize the given product. (1) The reactants are: [Cl:1][C:2]1[CH:7]=[CH:6][C:5]([C:8]([CH3:13])([CH3:12])[C:9]([OH:11])=O)=[CH:4][CH:3]=1.[NH2:14][CH2:15][CH2:16][CH2:17][N:18]1[CH2:23][CH2:22][CH:21]([C:24]2[CH:25]=[C:26]([NH:30][C:31]([CH:33]3[CH2:35][CH2:34]3)=[O:32])[CH:27]=[CH:28][CH:29]=2)[CH2:20][CH2:19]1. Given the product [Cl:1][C:2]1[CH:3]=[CH:4][C:5]([C:8]([CH3:13])([CH3:12])[C:9]([NH:14][CH2:15][CH2:16][CH2:17][N:18]2[CH2:23][CH2:22][CH:21]([C:24]3[CH:25]=[C:26]([NH:30][C:31]([CH:33]4[CH2:35][CH2:34]4)=[O:32])[CH:27]=[CH:28][CH:29]=3)[CH2:20][CH2:19]2)=[O:11])=[CH:6][CH:7]=1, predict the reactants needed to synthesize it. (2) Given the product [NH2:8][C:7]1[C:6]([SH:10])=[N:5][CH:4]=[N:3][C:2]=1[Cl:1], predict the reactants needed to synthesize it. The reactants are: [Cl:1][C:2]1[C:7]([NH2:8])=[C:6](Cl)[N:5]=[CH:4][N:3]=1.[SH-:10].[Na+]. (3) The reactants are: [CH3:1][N:2]1[CH2:6][C@@H:5]([C:7]2[CH:12]=[CH:11][C:10]([N+:13]([O-])=O)=[CH:9][CH:8]=2)[C@H:4]([N+:16]([O-:18])=[O:17])[CH2:3]1. Given the product [CH3:1][N:2]1[CH2:3][C@@H:4]([N+:16]([O-:18])=[O:17])[C@H:5]([C:7]2[CH:12]=[CH:11][C:10]([NH2:13])=[CH:9][CH:8]=2)[CH2:6]1, predict the reactants needed to synthesize it. (4) Given the product [CH2:61]([O:63][C:64]([N:66]1[CH2:67][CH2:68][N:69]([C:24](=[O:26])[C@@H:23]([NH:27][C:28]([O:30][CH2:31][C:32]2[CH:37]=[CH:36][CH:35]=[CH:34][CH:33]=2)=[O:29])[CH2:22][CH2:21][CH2:20][C:19]([O:18][C:14]([CH3:15])([CH3:16])[CH3:17])=[O:38])[CH2:70][CH2:71]1)=[O:65])[CH3:62], predict the reactants needed to synthesize it. The reactants are: C1([NH2+]C2CCCCC2)CCCCC1.[C:14]([O:18][C:19](=[O:38])[CH2:20][CH2:21][CH2:22][C@H:23]([NH:27][C:28]([O:30][CH2:31][C:32]1[CH:37]=[CH:36][CH:35]=[CH:34][CH:33]=1)=[O:29])[C:24]([O-:26])=O)([CH3:17])([CH3:16])[CH3:15].[B-](F)(F)(F)F.CCOC(C(C#N)=NOC(N(C)C)=[N+](C)C)=O.[CH2:61]([O:63][C:64]([N:66]1[CH2:71][CH2:70][NH:69][CH2:68][CH2:67]1)=[O:65])[CH3:62].C(=O)([O-])O.[Na+].